From a dataset of Forward reaction prediction with 1.9M reactions from USPTO patents (1976-2016). Predict the product of the given reaction. The product is: [NH2:57][C:27](=[N:26][O:13][CH2:8][CH2:9][CH2:10][CH3:11])[C:28]1[CH:56]=[CH:55][C:31]([O:32][CH2:33][CH2:34][CH2:35][CH:36]2[CH2:41][CH2:40][N:39]([CH2:42][CH2:43][CH2:44][O:45][C:46]3[CH:47]=[CH:48][C:49]([C:50]([NH2:52])=[O:51])=[CH:53][CH:54]=3)[CH2:38][CH2:37]2)=[CH:30][CH:29]=1. Given the reactants CN1CCCC1=O.[C:8]([OH:13])(=O)[CH2:9][CH2:10][CH3:11].C(N1C=CN=C1)(N1C=CN=C1)=O.[NH2:26][C:27](=[N:57]O)[C:28]1[CH:56]=[CH:55][C:31]([O:32][CH2:33][CH2:34][CH2:35][CH:36]2[CH2:41][CH2:40][N:39]([CH2:42][CH2:43][CH2:44][O:45][C:46]3[CH:54]=[CH:53][C:49]([C:50]([NH2:52])=[O:51])=[CH:48][CH:47]=3)[CH2:38][CH2:37]2)=[CH:30][CH:29]=1, predict the reaction product.